This data is from Retrosynthesis with 50K atom-mapped reactions and 10 reaction types from USPTO. The task is: Predict the reactants needed to synthesize the given product. (1) Given the product COC(=O)c1cc(N)ccc1OC(c1ccccc1)c1c(F)cccc1F, predict the reactants needed to synthesize it. The reactants are: COC(=O)c1cc([N+](=O)[O-])ccc1OC(c1ccccc1)c1c(F)cccc1F. (2) Given the product O=C(Nc1cccnc1)c1ccc(CNS(=O)(=O)c2ccc(C#CCO)cc2)cc1, predict the reactants needed to synthesize it. The reactants are: C#CCO.O=C(Nc1cccnc1)c1ccc(CNS(=O)(=O)c2ccc(I)cc2)cc1.